Dataset: NCI-60 drug combinations with 297,098 pairs across 59 cell lines. Task: Regression. Given two drug SMILES strings and cell line genomic features, predict the synergy score measuring deviation from expected non-interaction effect. (1) Drug 1: CC1=C2C(C(=O)C3(C(CC4C(C3C(C(C2(C)C)(CC1OC(=O)C(C(C5=CC=CC=C5)NC(=O)C6=CC=CC=C6)O)O)OC(=O)C7=CC=CC=C7)(CO4)OC(=O)C)O)C)OC(=O)C. Drug 2: CN1C2=C(C=C(C=C2)N(CCCl)CCCl)N=C1CCCC(=O)O.Cl. Cell line: BT-549. Synergy scores: CSS=13.0, Synergy_ZIP=5.40, Synergy_Bliss=12.1, Synergy_Loewe=-4.69, Synergy_HSA=7.53. (2) Drug 1: CC1C(C(=O)NC(C(=O)N2CCCC2C(=O)N(CC(=O)N(C(C(=O)O1)C(C)C)C)C)C(C)C)NC(=O)C3=C4C(=C(C=C3)C)OC5=C(C(=O)C(=C(C5=N4)C(=O)NC6C(OC(=O)C(N(C(=O)CN(C(=O)C7CCCN7C(=O)C(NC6=O)C(C)C)C)C)C(C)C)C)N)C. Drug 2: CS(=O)(=O)CCNCC1=CC=C(O1)C2=CC3=C(C=C2)N=CN=C3NC4=CC(=C(C=C4)OCC5=CC(=CC=C5)F)Cl. Cell line: A498. Synergy scores: CSS=8.97, Synergy_ZIP=-0.0992, Synergy_Bliss=5.65, Synergy_Loewe=3.85, Synergy_HSA=3.69. (3) Drug 1: CN1CCC(CC1)COC2=C(C=C3C(=C2)N=CN=C3NC4=C(C=C(C=C4)Br)F)OC. Synergy scores: CSS=-2.22, Synergy_ZIP=-0.743, Synergy_Bliss=-2.64, Synergy_Loewe=-3.13, Synergy_HSA=-3.48. Drug 2: CC1=C(C(=CC=C1)Cl)NC(=O)C2=CN=C(S2)NC3=CC(=NC(=N3)C)N4CCN(CC4)CCO. Cell line: MALME-3M.